Task: Predict which catalyst facilitates the given reaction.. Dataset: Catalyst prediction with 721,799 reactions and 888 catalyst types from USPTO Reactant: Cl.[Cl:2][C:3]1[CH:8]=[CH:7][C:6]([CH2:9][C@@H:10]([C:14]2[CH:19]=[CH:18][CH:17]=[C:16]([C:20]#[N:21])[CH:15]=2)[C@@H:11]([NH2:13])[CH3:12])=[CH:5][CH:4]=1.C(N(C(C)C)CC)(C)C.Cl[C:32]1[CH:37]=[CH:36][C:35]([C:38](=O)[C:39]([CH3:42])([OH:41])[CH3:40])=[CH:34][CH:33]=1.C(O[BH-](OC(=O)C)OC(=O)C)(=O)C.[Na+]. Product: [Cl:2][C:3]1[CH:8]=[CH:7][C:6]([CH2:9][C@@H:10]([C:14]2[CH:15]=[C:16]([CH:17]=[CH:18][CH:19]=2)[C:20]#[N:21])[C@@H:11]([NH:13][CH:38]([C:35]2[CH:36]=[CH:37][CH:32]=[CH:33][CH:34]=2)[C:39]([OH:41])([CH3:42])[CH3:40])[CH3:12])=[CH:5][CH:4]=1. The catalyst class is: 2.